Task: Predict the reactants needed to synthesize the given product.. Dataset: Full USPTO retrosynthesis dataset with 1.9M reactions from patents (1976-2016) (1) Given the product [C:1]([C:5]1[CH:10]=[CH:9][C:8]([NH:11][C:12](=[O:29])[C:13]2[CH:18]=[CH:17][C:16]([C:19]3[C:24]([C:25]([F:26])([F:27])[F:28])=[CH:23][CH:22]=[CH:21][N:20]=3)=[CH:15][CH:14]=2)=[CH:7][C:6]=1[O:30][CH2:31][CH2:32][OH:33])([CH3:4])([CH3:2])[CH3:3], predict the reactants needed to synthesize it. The reactants are: [C:1]([C:5]1[CH:10]=[CH:9][C:8]([NH:11][C:12](=[O:29])[C:13]2[CH:18]=[CH:17][C:16]([C:19]3[C:24]([C:25]([F:28])([F:27])[F:26])=[CH:23][CH:22]=[CH:21][N:20]=3)=[CH:15][CH:14]=2)=[CH:7][C:6]=1[O:30][CH2:31][CH2:32][O:33][Si](C(C)(C)C)(C)C)([CH3:4])([CH3:3])[CH3:2].C1(C)C=CC(S(O)(=O)=O)=CC=1. (2) Given the product [Cl:34][C:19]1[N:20]=[C:21]([NH:24][CH:27]([CH3:26])[CH3:42])[C:22]([F:23])=[C:17]([NH:9][NH2:8])[N:18]=1, predict the reactants needed to synthesize it. The reactants are: CC(OC([N:8](C(OC(C)(C)C)=O)[N:9]([C:17]1[C:22]([F:23])=[C:21]([N:24]2[CH2:27][C:26](C)(N3CCCC3)C2)[N:20]=[C:19]([Cl:34])[N:18]=1)C(OC(C)(C)C)=O)=O)(C)C.[CH3:42]O. (3) Given the product [CH3:13][S:10]([C@H:8]1[CH2:7][N:6]([C:14]2[N:15]([C:20]3[CH:21]=[CH:22][C:23]([C:26]([F:29])([F:27])[F:28])=[CH:24][CH:25]=3)[N:16]=[C:17]([CH3:19])[CH:18]=2)[C@H:5]([C:3]([OH:4])=[O:2])[CH2:9]1)(=[O:11])=[O:12], predict the reactants needed to synthesize it. The reactants are: C[O:2][C:3]([C@@H:5]1[CH2:9][C@@H:8]([S:10]([CH3:13])(=[O:12])=[O:11])[CH2:7][N:6]1[C:14]1[N:15]([C:20]2[CH:25]=[CH:24][C:23]([C:26]([F:29])([F:28])[F:27])=[CH:22][CH:21]=2)[N:16]=[C:17]([CH3:19])[CH:18]=1)=[O:4].[OH-].[Li+]. (4) Given the product [F:1][C:2]1([F:18])[CH2:5][CH:4]([O:6][C:7]2[CH:12]=[CH:11][N:10]=[C:9]([CH2:13][C:14]([NH2:19])=[O:15])[CH:8]=2)[CH2:3]1, predict the reactants needed to synthesize it. The reactants are: [F:1][C:2]1([F:18])[CH2:5][CH:4]([O:6][C:7]2[CH:12]=[CH:11][N:10]=[C:9]([CH2:13][C:14](OC)=[O:15])[CH:8]=2)[CH2:3]1.[NH3:19].CO. (5) Given the product [C:21]([O:25][C:26](=[O:33])[NH:27][CH2:28][CH2:29][CH2:30][O:31][NH:32][C:18]([C@@H:13]1[CH2:12][CH2:11][C@@H:10]2[CH2:17][N:14]1[C:15](=[O:16])[N:9]2[O:8][CH2:1][C:2]1[CH:3]=[CH:4][CH:5]=[CH:6][CH:7]=1)=[O:20])([CH3:24])([CH3:22])[CH3:23], predict the reactants needed to synthesize it. The reactants are: [CH2:1]([O:8][N:9]1[C:15](=[O:16])[N:14]2[CH2:17][C@H:10]1[CH2:11][CH2:12][C@H:13]2[C:18]([OH:20])=O)[C:2]1[CH:7]=[CH:6][CH:5]=[CH:4][CH:3]=1.[C:21]([O:25][C:26](=[O:33])[NH:27][CH2:28][CH2:29][CH2:30][O:31][NH2:32])([CH3:24])([CH3:23])[CH3:22]. (6) Given the product [N:19]1([CH2:24][CH2:25][NH:26][C:27]([C:29]2[CH:33]=[C:32]([CH3:34])[NH:31][C:30]=2[CH:35]=[C:11]2[C:10]3[C:14](=[CH:15][CH:16]=[CH:17][C:9]=3[C:6]3[CH:7]=[CH:8][C:3]([O:2][CH3:1])=[CH:4][CH:5]=3)[NH:13][C:12]2=[O:18])=[O:28])[CH:23]=[CH:22][N:21]=[N:20]1, predict the reactants needed to synthesize it. The reactants are: [CH3:1][O:2][C:3]1[CH:8]=[CH:7][C:6]([C:9]2[CH:17]=[CH:16][CH:15]=[C:14]3[C:10]=2[CH2:11][C:12](=[O:18])[NH:13]3)=[CH:5][CH:4]=1.[N:19]1([CH2:24][CH2:25][NH:26][C:27]([C:29]2[CH:33]=[C:32]([CH3:34])[NH:31][C:30]=2[CH:35]=O)=[O:28])[CH:23]=[CH:22][N:21]=[N:20]1. (7) Given the product [O:32]1[C:31]2[CH:36]=[CH:37][C:28]([NH:25][C:26]([N:15]3[CH2:16][CH2:17][N:12]([C:10]4[S:9][N:8]=[C:7]([C:1]5[CH:2]=[CH:3][CH:4]=[CH:5][CH:6]=5)[N:11]=4)[CH2:13][CH2:14]3)=[O:27])=[CH:29][C:30]=2[O:35][CH2:34][CH2:33]1, predict the reactants needed to synthesize it. The reactants are: [C:1]1([C:7]2[N:11]=[C:10]([N:12]3[CH2:17][CH2:16][NH:15][CH2:14][CH2:13]3)[S:9][N:8]=2)[CH:6]=[CH:5][CH:4]=[CH:3][CH:2]=1.C(N(CC)CC)C.[N:25]([C:28]1[CH:37]=[CH:36][C:31]2[O:32][CH2:33][CH2:34][O:35][C:30]=2[CH:29]=1)=[C:26]=[O:27].